From a dataset of Forward reaction prediction with 1.9M reactions from USPTO patents (1976-2016). Predict the product of the given reaction. (1) Given the reactants C[CH2:2][N:3]([CH2:6]C)[CH2:4][CH3:5].[C:8]1([S:14](Cl)(=[O:16])=[O:15])[CH:13]=[CH:12][CH:11]=[CH:10][CH:9]=1.[N:18]#[C:19]N.C(O)(C(F)(F)F)=O.BrC#[N:30], predict the reaction product. The product is: [C:6]([N:3]1[CH2:2][CH:5]([CH2:19][NH:18][S:14]([C:8]2[CH:13]=[CH:12][CH:11]=[CH:10][CH:9]=2)(=[O:16])=[O:15])[CH2:4]1)#[N:30]. (2) Given the reactants Cl[C:2]1[N:7]=[C:6]([C:8]2[N:12]3[CH:13]=[CH:14][CH:15]=[CH:16][C:11]3=[N:10][C:9]=2[C:17]2[CH:18]=[CH:19][C:20]([O:34][CH2:35][CH3:36])=[C:21]([CH:33]=2)[C:22]([NH:24][C:25]2[C:30]([F:31])=[CH:29][CH:28]=[CH:27][C:26]=2[F:32])=[O:23])[CH:5]=[CH:4][N:3]=1.[CH2:37]([O:39][C:40]1[CH:46]=[C:45]([N:47]2[CH2:52][CH2:51][N:50]([CH2:53][CH2:54][CH3:55])[CH2:49][CH2:48]2)[CH:44]=[CH:43][C:41]=1[NH2:42])[CH3:38].C1(C)C=CC(S(O)(=O)=O)=CC=1.C[O-].[Na+], predict the reaction product. The product is: [F:32][C:26]1[CH:27]=[CH:28][CH:29]=[C:30]([F:31])[C:25]=1[NH:24][C:22](=[O:23])[C:21]1[CH:33]=[C:17]([C:9]2[N:10]=[C:11]3[CH:16]=[CH:15][CH:14]=[CH:13][N:12]3[C:8]=2[C:6]2[CH:5]=[CH:4][N:3]=[C:2]([NH:42][C:41]3[CH:43]=[CH:44][C:45]([N:47]4[CH2:52][CH2:51][N:50]([CH2:53][CH2:54][CH3:55])[CH2:49][CH2:48]4)=[CH:46][C:40]=3[O:39][CH2:37][CH3:38])[N:7]=2)[CH:18]=[CH:19][C:20]=1[O:34][CH2:35][CH3:36].